Dataset: TCR-epitope binding with 47,182 pairs between 192 epitopes and 23,139 TCRs. Task: Binary Classification. Given a T-cell receptor sequence (or CDR3 region) and an epitope sequence, predict whether binding occurs between them. (1) The epitope is YLDAYNMMI. The TCR CDR3 sequence is CASSLYHLHEQYF. Result: 1 (the TCR binds to the epitope). (2) The epitope is RPPIFIRRL. The TCR CDR3 sequence is CASSSGNTIYF. Result: 0 (the TCR does not bind to the epitope). (3) The epitope is EILDITPCSF. The TCR CDR3 sequence is CAISETLNEQFF. Result: 1 (the TCR binds to the epitope). (4) The epitope is RLRAEAQVK. The TCR CDR3 sequence is CASSQILQGKDIQYF. Result: 1 (the TCR binds to the epitope). (5) The epitope is EHPTFTSQYRIQGKL. The TCR CDR3 sequence is CASSWGGTSGSYEQYF. Result: 0 (the TCR does not bind to the epitope). (6) The epitope is KLGGALQAK. The TCR CDR3 sequence is CASSYGLAESYEQYF. Result: 1 (the TCR binds to the epitope).